From a dataset of Full USPTO retrosynthesis dataset with 1.9M reactions from patents (1976-2016). Predict the reactants needed to synthesize the given product. Given the product [C:28]([O:27][C:25](=[O:26])[C@@H:24]([NH:32][C:33]([O:35][C:36]([CH3:39])([CH3:38])[CH3:37])=[O:34])[CH2:23][CH2:22][C:14]([C:15]([O:17][C:18]([CH3:19])([CH3:20])[CH3:21])=[O:16])([CH2:13][C:12]1[CH:11]=[CH:10][C:9]([OH:8])=[CH:51][CH:50]=1)[C:40]([OH:42])=[O:41])([CH3:29])([CH3:30])[CH3:31], predict the reactants needed to synthesize it. The reactants are: C([O:8][C:9]1[CH:51]=[CH:50][C:12]([CH2:13][C:14]([C:40]([O:42]CC2C=CC=CC=2)=[O:41])([CH2:22][CH2:23][C@H:24]([NH:32][C:33]([O:35][C:36]([CH3:39])([CH3:38])[CH3:37])=[O:34])[C:25]([O:27][C:28]([CH3:31])([CH3:30])[CH3:29])=[O:26])[C:15]([O:17][C:18]([CH3:21])([CH3:20])[CH3:19])=[O:16])=[CH:11][CH:10]=1)C1C=CC=CC=1.